This data is from Forward reaction prediction with 1.9M reactions from USPTO patents (1976-2016). The task is: Predict the product of the given reaction. (1) The product is: [F:4][C:3]([F:6])([F:5])[C:1]([OH:7])=[O:2].[CH3:19][CH:17]([O:16][C:15]1[CH:14]=[CH:13][C:12]([C:20]2[S:24][C:23]([N:25]3[C:40]([CH3:41])=[C:28]4[CH2:29][NH:30][CH2:31][CH2:32][C:27]4=[N:26]3)=[N:22][N:21]=2)=[CH:11][C:10]=1[C:8]#[N:9])[CH3:18]. Given the reactants [C:1]([OH:7])([C:3]([F:6])([F:5])[F:4])=[O:2].[C:8]([C:10]1[CH:11]=[C:12]([C:20]2[S:24][C:23]([N:25]3[C:40]([CH3:41])=[C:28]4[CH2:29][N:30](C(OC(C)(C)C)=O)[CH2:31][CH2:32][C:27]4=[N:26]3)=[N:22][N:21]=2)[CH:13]=[CH:14][C:15]=1[O:16][CH:17]([CH3:19])[CH3:18])#[N:9], predict the reaction product. (2) Given the reactants Cl.[F:2][C:3]1[CH:8]=[CH:7][C:6]([C@@H:9]2[O:14][CH2:13][CH2:12][NH:11][CH2:10]2)=[CH:5][CH:4]=1.C(N(CC)CC)C.Cl[C:23]1[N:28]([CH3:29])[C:27](=[O:30])[CH:26]=[C:25]([C:31]2[CH:36]=[CH:35][N:34]=[C:33]([Cl:37])[C:32]=2[Cl:38])[N:24]=1, predict the reaction product. The product is: [Cl:37][C:33]1[C:32]([Cl:38])=[C:31]([C:25]2[N:24]=[C:23]([N:11]3[CH2:12][CH2:13][O:14][C@@H:9]([C:6]4[CH:5]=[CH:4][C:3]([F:2])=[CH:8][CH:7]=4)[CH2:10]3)[N:28]([CH3:29])[C:27](=[O:30])[CH:26]=2)[CH:36]=[CH:35][N:34]=1. (3) Given the reactants C(OC([NH:11][C:12]1([C:25](=[O:27])[NH2:26])[CH2:17][CH2:16][N:15]([C:18]([O:20][C:21]([CH3:24])([CH3:23])[CH3:22])=[O:19])[CH2:14][CH2:13]1)=O)C1C=CC=CC=1.C(O)(=O)C, predict the reaction product. The product is: [NH2:11][C:12]1([C:25](=[O:27])[NH2:26])[CH2:17][CH2:16][N:15]([C:18]([O:20][C:21]([CH3:22])([CH3:23])[CH3:24])=[O:19])[CH2:14][CH2:13]1.